From a dataset of Peptide-MHC class I binding affinity with 185,985 pairs from IEDB/IMGT. Regression. Given a peptide amino acid sequence and an MHC pseudo amino acid sequence, predict their binding affinity value. This is MHC class I binding data. (1) The MHC is HLA-A02:17 with pseudo-sequence HLA-A02:17. The binding affinity (normalized) is 0.672. The peptide sequence is VLMMRTTWAL. (2) The peptide sequence is SILSLETVK. The MHC is HLA-A11:01 with pseudo-sequence HLA-A11:01. The binding affinity (normalized) is 0.868. (3) The peptide sequence is LSCEPQKYSEG. The MHC is Mamu-A01 with pseudo-sequence Mamu-A01. The binding affinity (normalized) is 0. (4) The peptide sequence is VRLVFNLVK. The MHC is HLA-B27:05 with pseudo-sequence HLA-B27:05. The binding affinity (normalized) is 0.812. (5) The peptide sequence is LIPDGDGEV. The MHC is HLA-A11:01 with pseudo-sequence HLA-A11:01. The binding affinity (normalized) is 0.0689. (6) The peptide sequence is IVTFRERYSY. The MHC is HLA-A31:01 with pseudo-sequence HLA-A31:01. The binding affinity (normalized) is 0.513. (7) The peptide sequence is QTEPKTSVV. The MHC is HLA-A29:02 with pseudo-sequence HLA-A29:02. The binding affinity (normalized) is 0.0847. (8) The peptide sequence is ATGTDMPGGY. The MHC is HLA-A30:01 with pseudo-sequence HLA-A30:01. The binding affinity (normalized) is 0.